From a dataset of Reaction yield outcomes from USPTO patents with 853,638 reactions. Predict the reaction yield, written as a fraction of the theoretical maximum amount of product (1.0 means a 100% yield; for example, 0.34 means a 34% yield). The reactants are Br[C:2]1[CH:7]=[CH:6][C:5]([C:8]([F:11])([F:10])[F:9])=[CH:4][C:3]=1[CH2:12][CH2:13][C:14]([OH:16])=O.C([Li])CCC. The catalyst is C1COCC1.CCCCCC. The product is [F:11][C:8]([F:9])([F:10])[C:5]1[CH:4]=[C:3]2[C:2](=[CH:7][CH:6]=1)[C:14](=[O:16])[CH2:13][CH2:12]2. The yield is 0.370.